From a dataset of Full USPTO retrosynthesis dataset with 1.9M reactions from patents (1976-2016). Predict the reactants needed to synthesize the given product. Given the product [Cl:8][CH2:9][C@H:10]1[C:18]2[C:17]3[CH:19]=[CH:20][CH:21]=[CH:22][C:16]=3[C:15]([NH:23][C:24](=[O:36])[O:25][CH2:26][CH2:27][S:28][S:29][C:30]3[CH:35]=[CH:34][CH:33]=[CH:32][N:31]=3)=[CH:14][C:13]=2[N:12]([C:37](=[O:71])[CH2:38][CH2:39][CH2:40][C:41]([N:43]2[C:51]3[CH:50]=[C:49]([O:52][P:53]([OH:55])([OH:60])=[O:54])[C:48]4[CH:65]=[CH:66][CH:67]=[CH:68][C:47]=4[C:46]=3[C@H:45]([CH2:69][Cl:70])[CH2:44]2)=[O:42])[CH2:11]1.[Cl:8][CH2:9][C@H:10]1[C:18]2[C:17]3[CH:19]=[CH:20][CH:21]=[CH:22][C:16]=3[C:15]([NH:23][C:24](=[O:36])[O:25][CH2:26][CH2:27][S:28][S:29][C:30]3[CH:35]=[CH:34][CH:33]=[CH:32][N:31]=3)=[CH:14][C:13]=2[NH:12][CH2:11]1, predict the reactants needed to synthesize it. The reactants are: C(O)(C(F)(F)F)=O.[Cl:8][CH2:9][C@H:10]1[C:18]2[C:17]3[CH:19]=[CH:20][CH:21]=[CH:22][C:16]=3[C:15]([NH:23][C:24](=[O:36])[O:25][CH2:26][CH2:27][S:28][S:29][C:30]3[CH:35]=[CH:34][CH:33]=[CH:32][N:31]=3)=[CH:14][C:13]=2[N:12]([C:37](=[O:71])[CH2:38][CH2:39][CH2:40][C:41]([N:43]2[C:51]3[CH:50]=[C:49]([O:52][P:53]([O:60]C(C)(C)C)([O:55]C(C)(C)C)=[O:54])[C:48]4[CH:65]=[CH:66][CH:67]=[CH:68][C:47]=4[C:46]=3[C@H:45]([CH2:69][Cl:70])[CH2:44]2)=[O:42])[CH2:11]1.